Dataset: NCI-60 drug combinations with 297,098 pairs across 59 cell lines. Task: Regression. Given two drug SMILES strings and cell line genomic features, predict the synergy score measuring deviation from expected non-interaction effect. (1) Drug 1: C1=CC=C(C=C1)NC(=O)CCCCCCC(=O)NO. Drug 2: CC1C(C(CC(O1)OC2CC(CC3=C2C(=C4C(=C3O)C(=O)C5=C(C4=O)C(=CC=C5)OC)O)(C(=O)CO)O)N)O.Cl. Cell line: NCIH23. Synergy scores: CSS=37.1, Synergy_ZIP=0.272, Synergy_Bliss=3.69, Synergy_Loewe=-5.26, Synergy_HSA=5.08. (2) Drug 1: C1CN(CCN1C(=O)CCBr)C(=O)CCBr. Drug 2: CCC1(C2=C(COC1=O)C(=O)N3CC4=CC5=C(C=CC(=C5CN(C)C)O)N=C4C3=C2)O.Cl. Cell line: DU-145. Synergy scores: CSS=42.9, Synergy_ZIP=-3.49, Synergy_Bliss=-1.15, Synergy_Loewe=-24.7, Synergy_HSA=-0.0536. (3) Drug 1: CCC1=CC2CC(C3=C(CN(C2)C1)C4=CC=CC=C4N3)(C5=C(C=C6C(=C5)C78CCN9C7C(C=CC9)(C(C(C8N6C)(C(=O)OC)O)OC(=O)C)CC)OC)C(=O)OC.C(C(C(=O)O)O)(C(=O)O)O. Drug 2: CC(C)NC(=O)C1=CC=C(C=C1)CNNC.Cl. Cell line: MALME-3M. Synergy scores: CSS=32.7, Synergy_ZIP=7.06, Synergy_Bliss=5.65, Synergy_Loewe=-29.5, Synergy_HSA=-0.131. (4) Drug 2: B(C(CC(C)C)NC(=O)C(CC1=CC=CC=C1)NC(=O)C2=NC=CN=C2)(O)O. Drug 1: CC(CN1CC(=O)NC(=O)C1)N2CC(=O)NC(=O)C2. Synergy scores: CSS=34.2, Synergy_ZIP=-8.60, Synergy_Bliss=-4.57, Synergy_Loewe=-5.18, Synergy_HSA=-1.53. Cell line: SW-620. (5) Drug 1: COC1=C(C=C2C(=C1)N=CN=C2NC3=CC(=C(C=C3)F)Cl)OCCCN4CCOCC4. Drug 2: C1=NC(=NC(=O)N1C2C(C(C(O2)CO)O)O)N. Synergy scores: CSS=34.9, Synergy_ZIP=-2.04, Synergy_Bliss=5.40, Synergy_Loewe=2.49, Synergy_HSA=2.71. Cell line: SK-MEL-5. (6) Drug 1: CNC(=O)C1=NC=CC(=C1)OC2=CC=C(C=C2)NC(=O)NC3=CC(=C(C=C3)Cl)C(F)(F)F. Drug 2: C(CC(=O)O)C(=O)CN.Cl. Cell line: UO-31. Synergy scores: CSS=6.47, Synergy_ZIP=-2.27, Synergy_Bliss=0.648, Synergy_Loewe=1.16, Synergy_HSA=1.20. (7) Drug 1: C1CCC(CC1)NC(=O)N(CCCl)N=O. Drug 2: CN(CCCl)CCCl.Cl. Cell line: LOX IMVI. Synergy scores: CSS=48.4, Synergy_ZIP=-0.412, Synergy_Bliss=3.42, Synergy_Loewe=6.66, Synergy_HSA=6.91.